Dataset: Catalyst prediction with 721,799 reactions and 888 catalyst types from USPTO. Task: Predict which catalyst facilitates the given reaction. (1) Product: [C:1]([O:5][C:6]([N:8]1[CH2:13][CH2:12][NH:11][C:10]([CH2:20][C:21]2[CH:22]=[CH:23][CH:24]=[CH:25][CH:26]=2)([CH2:14][CH2:15][C:16]([O:18][CH3:19])=[O:17])[CH2:9]1)=[O:7])([CH3:4])([CH3:2])[CH3:3]. The catalyst class is: 45. Reactant: [C:1]([O:5][C:6]([N:8]1[CH2:13][CH2:12][NH:11][C:10]([CH2:20][C:21]2[CH:26]=[CH:25][CH:24]=[CH:23][CH:22]=2)([CH:14]=[CH:15][C:16]([O:18][CH3:19])=[O:17])[CH2:9]1)=[O:7])([CH3:4])([CH3:3])[CH3:2]. (2) Reactant: [Cl:1][C:2]1[CH:3]=[C:4]2[C:8](=[CH:9][CH:10]=1)[NH:7][CH:6]=[C:5]2[CH2:11][N:12]1[C:20]([C:21]2[N:22]([CH3:26])[CH:23]=[CH:24][N:25]=2)=[C:19]2[C:14]([NH:15][C:16](=[O:29])[N:17]([CH3:28])[C:18]2=[O:27])=[N:13]1.Br[CH2:31][CH2:32][CH3:33].C(=O)([O-])[O-].[K+].[K+]. Product: [Cl:1][C:2]1[CH:3]=[C:4]2[C:8](=[CH:9][CH:10]=1)[NH:7][CH:6]=[C:5]2[CH2:11][N:12]1[C:20]([C:21]2[N:22]([CH3:26])[CH:23]=[CH:24][N:25]=2)=[C:19]2[C:14]([N:15]([CH2:31][CH2:32][CH3:33])[C:16](=[O:29])[N:17]([CH3:28])[C:18]2=[O:27])=[N:13]1. The catalyst class is: 3. (3) Reactant: [Cl:1][C:2]1[CH:7]=[CH:6][C:5]([N:8]2[C:16]([CH:17]([CH:20]3[CH2:25][CH2:24][CH2:23][CH2:22][CH2:21]3)[CH2:18][OH:19])=[C:15]3[C:10]([CH2:11][CH2:12][CH2:13][CH2:14]3)=[N:9]2)=[CH:4][CH:3]=1.[CH3:26][O:27][C:28]([C:30]1([O:33][C:34]2[CH:39]=[CH:38][C:37](O)=[CH:36][CH:35]=2)[CH2:32][CH2:31]1)=[O:29].C(P(CCCC)CCCC)CCC.CN(C)C(N=NC(N(C)C)=O)=O. Product: [CH3:26][O:27][C:28]([C:30]1([O:33][C:34]2[CH:39]=[CH:38][C:37]([O:19][CH2:18][CH:17]([C:16]3[N:8]([C:5]4[CH:6]=[CH:7][C:2]([Cl:1])=[CH:3][CH:4]=4)[N:9]=[C:10]4[C:15]=3[CH2:14][CH2:13][CH2:12][CH2:11]4)[CH:20]3[CH2:25][CH2:24][CH2:23][CH2:22][CH2:21]3)=[CH:36][CH:35]=2)[CH2:32][CH2:31]1)=[O:29]. The catalyst class is: 1. (4) Reactant: [CH3:1][C:2]([C:4]1[CH:9]=[CH:8][C:7]([O:10][C:11]([F:14])([F:13])[F:12])=[CH:6][CH:5]=1)=[O:3].[Br:15][C:16]1[CH:21]=[CH:20][C:19]([CH2:22][C:23](OC)=[O:24])=[CH:18][CH:17]=1.[H-].[Na+]. Product: [Br:15][C:16]1[CH:21]=[CH:20][C:19]([CH2:22][C:23](=[O:24])[CH2:1][C:2]([C:4]2[CH:5]=[CH:6][C:7]([O:10][C:11]([F:12])([F:13])[F:14])=[CH:8][CH:9]=2)=[O:3])=[CH:18][CH:17]=1. The catalyst class is: 1. (5) Reactant: [C:1](N1C=CN=C1)(N1C=CN=C1)=[O:2].[OH:13][N:14]=[C:15]([C:17]1[CH:22]=[CH:21][CH:20]=[C:19]([C:23]2[CH:28]=[CH:27][C:26]([O:29][CH3:30])=[C:25]([CH:31]3[C:44]4[C:43](=[O:45])[CH2:42][C:41]([CH3:47])([CH3:46])[CH2:40][C:39]=4[O:38][C:37]4[CH2:36][C:35]([CH3:49])([CH3:48])[CH2:34][C:33](=[O:50])[C:32]3=4)[CH:24]=2)[N:18]=1)[NH2:16].N12CCCN=C1CCCCC2.[Cl-].[NH4+]. Product: [CH3:30][O:29][C:26]1[CH:27]=[CH:28][C:23]([C:19]2[CH:20]=[CH:21][CH:22]=[C:17]([C:15]3[NH:16][C:1](=[O:2])[O:13][N:14]=3)[N:18]=2)=[CH:24][C:25]=1[CH:31]1[C:32]2[C:33](=[O:50])[CH2:34][C:35]([CH3:49])([CH3:48])[CH2:36][C:37]=2[O:38][C:39]2[CH2:40][C:41]([CH3:46])([CH3:47])[CH2:42][C:43](=[O:45])[C:44]1=2. The catalyst class is: 1.